From a dataset of Peptide-MHC class II binding affinity with 134,281 pairs from IEDB. Regression. Given a peptide amino acid sequence and an MHC pseudo amino acid sequence, predict their binding affinity value. This is MHC class II binding data. (1) The MHC is DRB1_0101 with pseudo-sequence DRB1_0101. The peptide sequence is AAVLFAATAAAAAAV. The binding affinity (normalized) is 0.787. (2) The peptide sequence is LVGPFNFRFMSKGGM. The MHC is HLA-DPA10103-DPB10201 with pseudo-sequence HLA-DPA10103-DPB10201. The binding affinity (normalized) is 0.106. (3) The peptide sequence is YDKFLANVDTVLTGK. The MHC is DRB1_0701 with pseudo-sequence DRB1_0701. The binding affinity (normalized) is 0.447.